Dataset: Reaction yield outcomes from USPTO patents with 853,638 reactions. Task: Predict the reaction yield, written as a fraction of the theoretical maximum amount of product (1.0 means a 100% yield; for example, 0.34 means a 34% yield). (1) The reactants are [H-].[Na+].[CH3:3][C:4]1[N:9]([CH2:10][C:11]([O:13][C:14]([CH3:17])([CH3:16])[CH3:15])=[O:12])[C:8](=[O:18])[NH:7][C:6](=[O:19])[CH:5]=1.[N+:20](C1C=C([N+]([O-])=O)C=CC=1ON)([O-])=O. The catalyst is CN(C=O)C.C(OCC)C. The product is [NH2:20][N:7]1[C:6](=[O:19])[CH:5]=[C:4]([CH3:3])[N:9]([CH2:10][C:11]([O:13][C:14]([CH3:15])([CH3:17])[CH3:16])=[O:12])[C:8]1=[O:18]. The yield is 0.520. (2) The reactants are Br[C:2]1[N:7]=[C:6]2[N:8]([C@H:12]([C:14]3[CH:19]=[CH:18][CH:17]=[CH:16][CH:15]=3)[CH3:13])[C:9]([OH:11])=[N:10][C:5]2=[N:4][CH:3]=1.C(N(CC)CC)C.C([Sn](CCCC)(CCCC)[C:32]([O:34]CC)=[CH2:33])CCC. The catalyst is C1C=CC([P]([Pd]([P](C2C=CC=CC=2)(C2C=CC=CC=2)C2C=CC=CC=2)([P](C2C=CC=CC=2)(C2C=CC=CC=2)C2C=CC=CC=2)[P](C2C=CC=CC=2)(C2C=CC=CC=2)C2C=CC=CC=2)(C2C=CC=CC=2)C2C=CC=CC=2)=CC=1.O1CCOCC1. The product is [OH:11][C:9]1[N:8]([C@H:12]([C:14]2[CH:19]=[CH:18][CH:17]=[CH:16][CH:15]=2)[CH3:13])[C:6]2=[N:7][C:2]([C:32](=[O:34])[CH3:33])=[CH:3][N:4]=[C:5]2[N:10]=1. The yield is 0.330.